From a dataset of Reaction yield outcomes from USPTO patents with 853,638 reactions. Predict the reaction yield, written as a fraction of the theoretical maximum amount of product (1.0 means a 100% yield; for example, 0.34 means a 34% yield). (1) The reactants are OC1C=CC([CH2:8][C:9]#[N:10])=CC=1.[CH2:11]=[O:12].[OH2:13].[C:14]1([CH3:24])[CH:19]=[CH:18][C:17](S(O)(=O)=O)=[CH:16][CH:15]=1. The catalyst is C1(C)C=CC=CC=1. The product is [O:12]1[C:15]2[CH:16]=[CH:17][C:18]([CH2:8][C:9]#[N:10])=[CH:19][C:14]=2[CH2:24][O:13][CH2:11]1. The yield is 0.320. (2) The reactants are [Cl:1][C:2]1[CH:3]=[C:4]([C:8]2[O:12][N:11]=[C:10]([C@H:13]3[CH2:17][CH2:16][CH2:15][N:14]3[C:18](SC)=[N:19][CH3:20])[CH:9]=2)[CH:5]=[CH:6][CH:7]=1.[NH:23]([C:25]([C:27]1[CH:36]=[CH:35][C:30]([C:31]([O:33][CH3:34])=[O:32])=[CH:29][CH:28]=1)=O)[NH2:24].N1C=CC=CC=1. The catalyst is CS(C)=O. The product is [Cl:1][C:2]1[CH:3]=[C:4]([C:8]2[O:12][N:11]=[C:10]([C@H:13]3[CH2:17][CH2:16][CH2:15][N:14]3[C:18]3[N:19]([CH3:20])[C:25]([C:27]4[CH:36]=[CH:35][C:30]([C:31]([O:33][CH3:34])=[O:32])=[CH:29][CH:28]=4)=[N:23][N:24]=3)[CH:9]=2)[CH:5]=[CH:6][CH:7]=1. The yield is 0.540.